This data is from Catalyst prediction with 721,799 reactions and 888 catalyst types from USPTO. The task is: Predict which catalyst facilitates the given reaction. (1) Reactant: [Br:1][C:2]1[CH:7]=[CH:6][C:5]([S:8]([N:11]2[CH2:18][CH2:17][C:14]3([O:16][CH2:15]3)[CH2:13][CH2:12]2)(=[O:10])=[O:9])=[CH:4][CH:3]=1.[CH:19]1([NH2:23])[CH2:22][CH2:21][CH2:20]1.[Al]. Product: [Br:1][C:2]1[CH:7]=[CH:6][C:5]([S:8]([N:11]2[CH2:18][CH2:17][C:14]([CH2:15][NH:23][CH:19]3[CH2:22][CH2:21][CH2:20]3)([OH:16])[CH2:13][CH2:12]2)(=[O:10])=[O:9])=[CH:4][CH:3]=1. The catalyst class is: 8. (2) Reactant: [F:1][C:2]1[CH:7]=[CH:6][C:5]([C:8]2[C:9]([C:13]3[CH:18]=[CH:17][CH:16]=[C:15]([CH3:19])[N:14]=3)=[N:10][NH:11][CH:12]=2)=[CH:4][C:3]=1[C:20]1[N:21]=[C:22]([CH2:25][CH2:26][OH:27])[NH:23][CH:24]=1.[H-].[Na+].[CH3:30][S:31](Cl)(=[O:33])=[O:32].O. The catalyst class is: 9. Product: [CH3:30][S:31]([O:27][CH2:26][CH2:25][C:22]1[NH:23][CH:24]=[C:20]([C:3]2[CH:4]=[C:5]([C:8]3[C:9]([C:13]4[CH:18]=[CH:17][CH:16]=[C:15]([CH3:19])[N:14]=4)=[N:10][NH:11][CH:12]=3)[CH:6]=[CH:7][C:2]=2[F:1])[N:21]=1)(=[O:33])=[O:32]. (3) Reactant: [CH3:1][O:2][CH2:3][CH2:4][O:5][C:6]1[CH:11]=[CH:10][CH:9]=[C:8]([CH3:12])[C:7]=1[C:13]1[C:17]2[CH:18]=[C:19]([CH2:22][O:23][C:24]3[CH:29]=[CH:28][C:27]([C@@H:30]([C:37]#[C:38][CH3:39])[CH2:31][C:32]([O:34]CC)=[O:33])=[CH:26][CH:25]=3)[CH:20]=[CH:21][C:16]=2[S:15][CH:14]=1.[Li+].[OH-].[NH4+].[Cl-]. Product: [CH3:1][O:2][CH2:3][CH2:4][O:5][C:6]1[CH:11]=[CH:10][CH:9]=[C:8]([CH3:12])[C:7]=1[C:13]1[C:17]2[CH:18]=[C:19]([CH2:22][O:23][C:24]3[CH:25]=[CH:26][C:27]([C@@H:30]([C:37]#[C:38][CH3:39])[CH2:31][C:32]([OH:34])=[O:33])=[CH:28][CH:29]=3)[CH:20]=[CH:21][C:16]=2[S:15][CH:14]=1. The catalyst class is: 14. (4) Product: [CH2:51]([N:52]1[C:2]2[C:3](=[CH:7][C:8]([N+:11]([O-:13])=[O:12])=[CH:9][CH:10]=2)[C:4](=[O:6])[NH:53]1)[C:48]1[CH:49]=[CH:50][CH:45]=[CH:46][CH:47]=1. The catalyst class is: 3. Reactant: F[C:2]1[CH:10]=[CH:9][C:8]([N+:11]([O-:13])=[O:12])=[CH:7][C:3]=1[C:4]([OH:6])=O.CN(C(ON1N=NC2C=CC=CC1=2)=[N+](C)C)C.[B-](F)(F)(F)F.C(N(C(C)C)C(C)C)C.[CH:45]1[CH:50]=[CH:49][C:48]([CH2:51][NH:52][NH2:53])=[CH:47][CH:46]=1.Cl.Cl.Cl. (5) Reactant: [O:1]=[C:2]1[NH:10][C:5]2=[N:6][CH:7]=[CH:8][CH:9]=[C:4]2[C:3]21[CH2:24][C:13]1=[CH:14][C:15]3[N:16]=[C:17]([CH:22]=O)[CH:18]=[N:19][C:20]=3[CH:21]=[C:12]1[CH2:11]2.[NH:25]1[C:35]2[C:36]3[CH:27]([CH2:28][C:29](=[O:37])[NH:30][C:31]=3[CH:32]=[CH:33][CH:34]=2)[CH2:26]1.CC(O)=O.C(O[BH-](OC(=O)C)OC(=O)C)(=O)C.[Na+]. Product: [O:37]=[C:29]1[CH2:28][CH:27]2[CH2:26][N:25]([CH2:22][C:17]3[CH:18]=[N:19][C:20]4[CH:21]=[C:12]5[CH2:11][C:3]6([C:4]7[C:5](=[N:6][CH:7]=[CH:8][CH:9]=7)[NH:10][C:2]6=[O:1])[CH2:24][C:13]5=[CH:14][C:15]=4[N:16]=3)[C:35]3[C:36]2=[C:31]([CH:32]=[CH:33][CH:34]=3)[NH:30]1. The catalyst class is: 26.